Dataset: Forward reaction prediction with 1.9M reactions from USPTO patents (1976-2016). Task: Predict the product of the given reaction. (1) Given the reactants [NH2:1][C:2]1[CH:3]=[N:4][N:5]([CH:22]2[CH2:24][CH2:23]2)[C:6]=1[N:7]1[CH2:13][CH2:12][CH:11]([F:14])[CH:10]([NH:15]C(=O)C(F)(F)F)[CH2:9][CH2:8]1.C(OC([NH:32][C:33]1[S:37][C:36]([C:38]2[C:43]([F:44])=[CH:42][CH:41]=[CH:40][C:39]=2[F:45])=[N:35][C:34]=1[C:46](O)=[O:47])=O)(C)(C)C, predict the reaction product. The product is: [NH2:32][C:33]1[S:37][C:36]([C:38]2[C:43]([F:44])=[CH:42][CH:41]=[CH:40][C:39]=2[F:45])=[N:35][C:34]=1[C:46]([NH:1][C:2]1[CH:3]=[N:4][N:5]([CH:22]2[CH2:23][CH2:24]2)[C:6]=1[N:7]1[CH2:13][CH2:12][C@H:11]([F:14])[C@@H:10]([NH2:15])[CH2:9][CH2:8]1)=[O:47]. (2) Given the reactants [NH2:1][C:2]1[C:7]([C:8]2[CH:9]=[C:10]([NH:14][C:15](=[O:24])[C:16]3[CH:21]=[CH:20][CH:19]=[C:18]([O:22]C)[CH:17]=3)[CH:11]=[N:12][CH:13]=2)=[C:6]([NH:25][C@H:26]([C:28]2[N:33]([C:34]3[CH:39]=[CH:38][CH:37]=[CH:36][CH:35]=3)[C:32](=[O:40])[C:31]3=[C:41]([CH3:44])[CH:42]=[CH:43][N:30]3[N:29]=2)[CH3:27])[N:5]=[CH:4][N:3]=1.B(Br)(Br)Br, predict the reaction product. The product is: [NH2:1][C:2]1[C:7]([C:8]2[CH:9]=[C:10]([NH:14][C:15](=[O:24])[C:16]3[CH:21]=[CH:20][CH:19]=[C:18]([OH:22])[CH:17]=3)[CH:11]=[N:12][CH:13]=2)=[C:6]([NH:25][C@H:26]([C:28]2[N:33]([C:34]3[CH:39]=[CH:38][CH:37]=[CH:36][CH:35]=3)[C:32](=[O:40])[C:31]3=[C:41]([CH3:44])[CH:42]=[CH:43][N:30]3[N:29]=2)[CH3:27])[N:5]=[CH:4][N:3]=1.